This data is from Peptide-MHC class II binding affinity with 134,281 pairs from IEDB. The task is: Regression. Given a peptide amino acid sequence and an MHC pseudo amino acid sequence, predict their binding affinity value. This is MHC class II binding data. (1) The peptide sequence is QMSIQLINKAVNALI. The MHC is DRB1_1302 with pseudo-sequence DRB1_1302. The binding affinity (normalized) is 1.00. (2) The peptide sequence is ASYASPSLQTLIAVS. The MHC is HLA-DQA10102-DQB10602 with pseudo-sequence HLA-DQA10102-DQB10602. The binding affinity (normalized) is 0.509. (3) The peptide sequence is FLHATDLLPAC. The MHC is HLA-DQA10301-DQB10302 with pseudo-sequence HLA-DQA10301-DQB10302. The binding affinity (normalized) is 0.136. (4) The peptide sequence is KDYIALNEDLRSWTA. The MHC is DRB1_1201 with pseudo-sequence DRB1_1201. The binding affinity (normalized) is 0.352. (5) The peptide sequence is HGSPTFWMGSHEVNG. The MHC is DRB1_1301 with pseudo-sequence DRB1_1301. The binding affinity (normalized) is 0.413. (6) The peptide sequence is GEQLYISVISPARSL. The MHC is DRB1_0701 with pseudo-sequence DRB1_0701. The binding affinity (normalized) is 0.624. (7) The MHC is DRB1_0404 with pseudo-sequence DRB1_0404. The binding affinity (normalized) is 0.427. The peptide sequence is GELQIVDKIDAACKI.